This data is from Reaction yield outcomes from USPTO patents with 853,638 reactions. The task is: Predict the reaction yield, written as a fraction of the theoretical maximum amount of product (1.0 means a 100% yield; for example, 0.34 means a 34% yield). (1) The reactants are [Cl:1][C:2]1[CH:3]=[C:4]([CH:9]=[CH:10][C:11]=1[C:12]1[N:16]=[C:15]([C:17]2[N:18]=[C:19]3[C:24]([Cl:25])=[CH:23][C:22]([C:26]([F:29])([F:28])[F:27])=[CH:21][N:20]3[CH:30]=2)[O:14][N:13]=1)[C:5](=[N:7][OH:8])[NH2:6].C1N=CN([C:36](N2C=NC=C2)=[O:37])C=1. The catalyst is C1COCC1. The product is [Cl:1][C:2]1[CH:3]=[C:4]([C:5]2[NH:7][O:8][C:36](=[O:37])[N:6]=2)[CH:9]=[CH:10][C:11]=1[C:12]1[N:16]=[C:15]([C:17]2[N:18]=[C:19]3[C:24]([Cl:25])=[CH:23][C:22]([C:26]([F:27])([F:28])[F:29])=[CH:21][N:20]3[CH:30]=2)[O:14][N:13]=1. The yield is 0.673. (2) The reactants are [CH3:1][O:2][C:3](=[O:6])[CH2:4]Cl.[C:7]([OH:16])(=[O:15])[C:8]1[C:9](=[CH:11][CH:12]=[CH:13][CH:14]=1)[OH:10].C(N([CH2:22][CH3:23])CC)C.[C:24](=O)([O-])[O-:25].[K+].[K+].[I-].[Na+].P(O)([O-])([O-])=[O:33].[Na+].[Na+]. The catalyst is CC(C)=O. The product is [CH3:1][O:2][C:3]([CH2:4][O:15][C:7](=[O:16])[C:8]1[CH:14]=[CH:13][CH:12]=[CH:11][C:9]=1[O:10][CH2:23][C:22]([O:25][CH3:24])=[O:33])=[O:6]. The yield is 0.587. (3) The product is [CH3:28][O:27][C:26]1[C:25]([C:8]2[CH:9]=[CH:10][C:5]([S:2](=[O:4])(=[O:3])[NH2:1])=[CH:6][CH:7]=2)=[CH:24][C:23]([C:29]2[N:33]([CH3:34])[C:32]([C:35]([O:37][CH3:38])=[O:36])=[CH:31][C:30]=2[CH3:39])=[CH:22][CH:21]=1. The catalyst is C1(C)C=CC=CC=1. The yield is 0.626. The reactants are [NH2:1][S:2]([C:5]1[CH:10]=[CH:9][C:8](B(O)O)=[CH:7][CH:6]=1)(=[O:4])=[O:3].C(=O)([O-])[O-].[K+].[K+].Br[C:21]1[CH:22]=[C:23]([C:29]2[N:33]([CH3:34])[C:32]([C:35]([O:37][CH3:38])=[O:36])=[CH:31][C:30]=2[CH3:39])[CH:24]=[CH:25][C:26]=1[O:27][CH3:28].C(O)C. (4) The reactants are Cl.[CH2:2]([NH:4][C:5](=[O:33])[NH:6][C:7]1[CH:12]=[CH:11][C:10]([C:13]2[N:14]=[C:15]([N:26]3[CH2:31][CH2:30][O:29][CH2:28][C@@H:27]3[CH3:32])[C:16]3[CH2:21][N:20]([C:22]([O:24][CH3:25])=[O:23])[CH2:19][C:17]=3[N:18]=2)=[CH:9][CH:8]=1)[CH3:3].CCN(C(C)C)C(C)C.ClC(OC)=O. The catalyst is O1CCOCC1. The product is [CH2:2]([NH:4][C:5](=[O:33])[NH:6][C:7]1[CH:8]=[CH:9][C:10]([C:13]2[N:14]=[C:15]([N:26]3[CH2:31][CH2:30][O:29][CH2:28][C@@H:27]3[CH3:32])[C:16]3[CH2:21][N:20]([C:22]([O:24][CH3:25])=[O:23])[CH2:19][C:17]=3[N:18]=2)=[CH:11][CH:12]=1)[CH3:3]. The yield is 0.0600.